This data is from Forward reaction prediction with 1.9M reactions from USPTO patents (1976-2016). The task is: Predict the product of the given reaction. (1) Given the reactants C([O:8][C:9](=O)[CH:10]([NH:32][C:33]([O:35][C:36]([CH3:39])([CH3:38])[CH3:37])=[O:34])[CH2:11][C:12]1[C:20]2[C:15](=[CH:16][CH:17]=[CH:18][CH:19]=2)[N:14]([CH2:21][C:22]2[CH:27]=[CH:26][C:25]([C:28]([CH3:31])([CH3:30])[CH3:29])=[CH:24][CH:23]=2)[CH:13]=1)C1C=CC=CC=1.[OH-].[Na+].CCN=C=NCCCN(C)C.Cl.[C:55]([O:74][NH2:75])([C:68]1[CH:73]=[CH:72][CH:71]=[CH:70][CH:69]=1)([C:62]1[CH:67]=[CH:66][CH:65]=[CH:64][CH:63]=1)[C:56]1[CH:61]=[CH:60][CH:59]=[CH:58][CH:57]=1, predict the reaction product. The product is: [C:36]([O:35][C:33]([NH:32][CH:10]([CH2:11][C:12]1[C:20]2[C:15](=[CH:16][CH:17]=[CH:18][CH:19]=2)[N:14]([CH2:21][C:22]2[CH:27]=[CH:26][C:25]([C:28]([CH3:31])([CH3:30])[CH3:29])=[CH:24][CH:23]=2)[CH:13]=1)[C:9]([NH:75][O:74][C:55]([C:62]1[CH:67]=[CH:66][CH:65]=[CH:64][CH:63]=1)([C:68]1[CH:69]=[CH:70][CH:71]=[CH:72][CH:73]=1)[C:56]1[CH:61]=[CH:60][CH:59]=[CH:58][CH:57]=1)=[O:8])=[O:34])([CH3:38])([CH3:39])[CH3:37]. (2) Given the reactants [F:1][C:2]1[CH:7]=[CH:6][C:5]([C:8]2[O:9][C:10]3[CH:20]=[C:19]([N:21]([CH3:26])[S:22]([CH3:25])(=[O:24])=[O:23])[C:18]([C:27]4[N:32]=[C:31]([C:33]([O:35]C)=[O:34])[C:30]([O:37][CH3:38])=[CH:29][CH:28]=4)=[CH:17][C:11]=3[C:12]=2[C:13](=[O:16])[NH:14][CH3:15])=[CH:4][CH:3]=1.O[Li].O, predict the reaction product. The product is: [F:1][C:2]1[CH:7]=[CH:6][C:5]([C:8]2[O:9][C:10]3[CH:20]=[C:19]([N:21]([CH3:26])[S:22]([CH3:25])(=[O:24])=[O:23])[C:18]([C:27]4[N:32]=[C:31]([C:33]([OH:35])=[O:34])[C:30]([O:37][CH3:38])=[CH:29][CH:28]=4)=[CH:17][C:11]=3[C:12]=2[C:13](=[O:16])[NH:14][CH3:15])=[CH:4][CH:3]=1. (3) Given the reactants [CH3:1][O-:2].[Na+].[CH3:4][CH:5]1[CH:10]2[CH2:11][CH2:12][C:13]3[C:17]([C:9]2([C:24]2[CH:29]=[CH:28][CH:27]=[CH:26][CH:25]=2)[CH2:8][CH2:7][C:6]1=[O:30])=[N:16][NH:15][C:14]=3[C:18]1[CH:23]=[CH:22][CH:21]=[CH:20][CH:19]=1, predict the reaction product. The product is: [OH:2]/[CH:1]=[C:7]1/[CH2:8][C:9]2([C:24]3[CH:25]=[CH:26][CH:27]=[CH:28][CH:29]=3)[C:17]3[C:13](=[C:14]([C:18]4[CH:19]=[CH:20][CH:21]=[CH:22][CH:23]=4)[NH:15][N:16]=3)[CH2:12][CH2:11][CH:10]2[CH:5]([CH3:4])[C:6]/1=[O:30]. (4) Given the reactants [Cl:1][C:2]1[CH:3]=[C:4]2[C:12](=[C:13]([NH:15][C:16]([CH:18]3[CH2:22][CH2:21][CH2:20][CH:19]3[NH:23]C(OC(C)(C)C)=O)=[O:17])[CH:14]=1)[NH:11][C:10]1[CH:9]=[N:8][CH:7]=[CH:6][C:5]2=1, predict the reaction product. The product is: [Cl:1][C:2]1[CH:3]=[C:4]2[C:12](=[C:13]([NH:15][C:16]([C@@H:18]3[CH2:22][CH2:21][CH2:20][C@@H:19]3[NH2:23])=[O:17])[CH:14]=1)[NH:11][C:10]1[CH:9]=[N:8][CH:7]=[CH:6][C:5]2=1. (5) The product is: [CH2:13]([C:16]1[CH:17]=[C:18]([CH:19]=[CH:20][CH:21]=1)[O:22][C:2]1[N:3]=[C:4]([OH:12])[C:5]2[CH:11]=[CH:10][N:9]=[CH:8][C:6]=2[N:7]=1)[CH2:14][CH3:15]. Given the reactants Cl[C:2]1[N:3]=[C:4]([OH:12])[C:5]2[CH:11]=[CH:10][N:9]=[CH:8][C:6]=2[N:7]=1.[CH2:13]([C:16]1[CH:17]=[C:18]([OH:22])[CH:19]=[CH:20][CH:21]=1)[CH2:14][CH3:15].C(=O)([O-])[O-].[K+].[K+].Cl, predict the reaction product. (6) Given the reactants [NH2:1][C:2]1[CH:3]=[CH:4][C:5]([Cl:19])=[C:6]([C:8]2[C:9](=[O:18])[NH:10][C:11]3[C:16]([CH:17]=2)=[CH:15][N:14]=[CH:13][CH:12]=3)[CH:7]=1.CCN(C(C)C)C(C)C.[F:29][C:30]([F:41])([F:40])[C:31]1[CH:32]=[C:33]([CH:37]=[CH:38][CH:39]=1)[C:34](Cl)=[O:35], predict the reaction product. The product is: [Cl:19][C:5]1[CH:4]=[CH:3][C:2]([NH:1][C:34](=[O:35])[C:33]2[CH:37]=[CH:38][CH:39]=[C:31]([C:30]([F:29])([F:40])[F:41])[CH:32]=2)=[CH:7][C:6]=1[C:8]1[C:9](=[O:18])[NH:10][C:11]2[C:16]([CH:17]=1)=[CH:15][N:14]=[CH:13][CH:12]=2. (7) Given the reactants [F:1][C:2]1[CH:7]=[CH:6][N:5]=[C:4]([NH2:8])[CH:3]=1.C(O)C.Cl[CH:13]([CH:19]=O)[C:14]([O:16][CH2:17][CH3:18])=[O:15].C(=O)(O)[O-].[Na+], predict the reaction product. The product is: [F:1][C:2]1[CH:7]=[CH:6][N:5]2[C:13]([C:14]([O:16][CH2:17][CH3:18])=[O:15])=[CH:19][N:8]=[C:4]2[CH:3]=1. (8) Given the reactants [N+:1]([C:4]1[CH:9]=[CH:8][CH:7]=[C:6]([CH2:10][CH:11]=[CH2:12])[C:5]=1[OH:13])([O-:3])=[O:2].[CH3:14][O:15][C:16](=[O:19])[CH2:17]Br.C([O-])([O-])=O.[K+].[K+], predict the reaction product. The product is: [N+:1]([C:4]1[CH:9]=[CH:8][CH:7]=[C:6]([CH2:10][CH:11]=[CH2:12])[C:5]=1[O:13][CH2:17][C:16]([O:15][CH3:14])=[O:19])([O-:3])=[O:2].